From a dataset of Forward reaction prediction with 1.9M reactions from USPTO patents (1976-2016). Predict the product of the given reaction. (1) Given the reactants [CH:1]1([C:7]2[CH:20]=[CH:19][C:10]([O:11][CH2:12][C@H:13]3[O:17][C:16]([NH2:18])=[N:15][CH2:14]3)=[CH:9][CH:8]=2)[CH2:6][CH2:5][CH2:4][CH2:3][CH2:2]1.C1O[C@H]1CCl.[CH:26]1([C:32]2C=C[C:35]([OH:38])=[CH:34][CH:33]=2)CCCC[CH2:27]1.C(OC)(=O)C#CCCC, predict the reaction product. The product is: [CH:1]1([C:7]2[CH:20]=[CH:19][C:10]([O:11][CH2:12][C@H:13]3[O:17][C:16]4=[N:18][C:35](=[O:38])[CH:34]=[C:33]([CH2:32][CH2:26][CH3:27])[N:15]4[CH2:14]3)=[CH:9][CH:8]=2)[CH2:2][CH2:3][CH2:4][CH2:5][CH2:6]1. (2) Given the reactants Cl[C:2]1[N:7]=[C:6]([Cl:8])[N:5]=[C:4]([Cl:9])[N:3]=1.C(N(C(C)C)CC)(C)C.[F:19][C:20]([F:29])([F:28])[C:21]1[CH:26]=[CH:25][C:24]([NH2:27])=[CH:23][CH:22]=1, predict the reaction product. The product is: [Cl:9][C:4]1[N:5]=[C:6]([Cl:8])[N:7]=[C:2]([NH:27][C:24]2[CH:25]=[CH:26][C:21]([C:20]([F:19])([F:28])[F:29])=[CH:22][CH:23]=2)[N:3]=1. (3) Given the reactants [C:1]([C:4]1[CH:5]=[CH:6][C:7]([Cl:13])=[C:8](B(O)O)[CH:9]=1)([OH:3])=[O:2].Br[C:15]1[C:20]([C:21]#[N:22])=[CH:19][C:18]([C:23]([F:26])([F:25])[F:24])=[N:17][CH:16]=1, predict the reaction product. The product is: [Cl:13][C:7]1[C:8]([C:15]2[CH:16]=[N:17][C:18]([C:23]([F:25])([F:26])[F:24])=[CH:19][C:20]=2[C:21]#[N:22])=[CH:9][C:4]([C:1]([OH:3])=[O:2])=[CH:5][CH:6]=1.